Dataset: Reaction yield outcomes from USPTO patents with 853,638 reactions. Task: Predict the reaction yield, written as a fraction of the theoretical maximum amount of product (1.0 means a 100% yield; for example, 0.34 means a 34% yield). The reactants are [C:1]1([S:7]([NH:10][C:11]2[CH:12]=[C:13]([O:25][C:26](=[O:33])[C:27]3[CH:32]=[CH:31][CH:30]=[CH:29][CH:28]=3)[CH:14]=[CH:15][C:16]=2[O:17][CH2:18][C:19]2[CH:24]=[CH:23][CH:22]=[CH:21][CH:20]=2)(=[O:9])=[O:8])[CH:6]=[CH:5][CH:4]=[CH:3][CH:2]=1.[H-].[Na+].[H][H].[CH2:38](Cl)[C:39]1[CH:44]=[CH:43][CH:42]=[CH:41][CH:40]=1. The catalyst is CN(C=O)C. The product is [C:1]1([S:7]([N:10]([CH2:38][C:39]2[CH:44]=[CH:43][CH:42]=[CH:41][CH:40]=2)[C:11]2[CH:12]=[C:13]([O:25][C:26](=[O:33])[C:27]3[CH:28]=[CH:29][CH:30]=[CH:31][CH:32]=3)[CH:14]=[CH:15][C:16]=2[O:17][CH2:18][C:19]2[CH:24]=[CH:23][CH:22]=[CH:21][CH:20]=2)(=[O:8])=[O:9])[CH:2]=[CH:3][CH:4]=[CH:5][CH:6]=1. The yield is 0.700.